Dataset: Reaction yield outcomes from USPTO patents with 853,638 reactions. Task: Predict the reaction yield, written as a fraction of the theoretical maximum amount of product (1.0 means a 100% yield; for example, 0.34 means a 34% yield). (1) The reactants are C(OC([NH:8][C:9]1([CH2:17][CH2:18][C:19]2[CH:24]=[CH:23][C:22]([CH2:25][CH2:26][CH2:27][CH2:28][CH2:29][N:30]3[CH:34]=[C:33]([C:35]4[CH:40]=[CH:39][C:38]([C:41]5[C:42]6[N:46]([C:47]([F:56])([F:55])[N:48]7[C:52]=5[C:51]([CH3:53])=[CH:50][CH:49]7[CH3:54])[C:45]([CH3:57])=[CH:44][C:43]=6[CH3:58])=[CH:37][CH:36]=4)[N:32]=[N:31]3)=[CH:21][CH:20]=2)[CH2:14][O:13]C(C)(C)[O:11][CH2:10]1)=O)(C)(C)C.B(F)(F)F.CCOCC. The catalyst is C(Cl)Cl. The product is [NH2:8][C:9]([CH2:17][CH2:18][C:19]1[CH:24]=[CH:23][C:22]([CH2:25][CH2:26][CH2:27][CH2:28][CH2:29][N:30]2[CH:34]=[C:33]([C:35]3[CH:40]=[CH:39][C:38]([C:41]4[C:42]5[N:46]([C:47]([F:56])([F:55])[N:48]6[C:52]=4[C:51]([CH3:53])=[CH:50][CH:49]6[CH3:54])[C:45]([CH3:57])=[CH:44][C:43]=5[CH3:58])=[CH:37][CH:36]=3)[N:32]=[N:31]2)=[CH:21][CH:20]=1)([CH2:10][OH:11])[CH2:14][OH:13]. The yield is 0.610. (2) The reactants are C[C@@H]1C[N:6]([C:8]2[C:12]3=[N:13][CH:14]=[CH:15][CH:16]=[C:11]3[NH:10][CH:9]=2)CCN1C(OC(C)(C)C)=O.Cl[CH2:25][C:26]([O:28][CH2:29][CH3:30])=[O:27].NC1C2=NC=CC=C2NC=1. The catalyst is CO. The product is [NH:10]1[C:11]2[C:12](=[N:13][CH:14]=[CH:15][CH:16]=2)[C:8]([NH:6][CH2:25][C:26]([O:28][CH2:29][CH3:30])=[O:27])=[CH:9]1. The yield is 0.300. (3) The reactants are Cl[C:2]1[N:7]=[CH:6][N:5]=[C:4]([NH:8][C:9]2[CH:10]=[C:11]([CH:16]=[CH:17][C:18]=2[CH3:19])[C:12]([NH:14][CH3:15])=[O:13])[CH:3]=1.[CH2:20]([NH2:25])[C:21]([CH3:24])([CH3:23])[CH3:22]. The catalyst is CS(C)=O. The product is [CH3:22][C:21]([CH3:24])([CH3:23])[CH2:20][NH:25][C:2]1[N:7]=[CH:6][N:5]=[C:4]([NH:8][C:9]2[CH:10]=[C:11]([CH:16]=[CH:17][C:18]=2[CH3:19])[C:12]([NH:14][CH3:15])=[O:13])[CH:3]=1. The yield is 0.990. (4) The reactants are [N+:1]([C:4]1[CH:18]=[CH:17][CH:16]=[CH:15][C:5]=1[O:6][C:7]1[CH:8]=[C:9]([CH:12]=[CH:13][CH:14]=1)[C:10]#[N:11])([O-])=O.O.O.Cl[Sn]Cl. The catalyst is CCO. The product is [NH2:1][C:4]1[CH:18]=[CH:17][CH:16]=[CH:15][C:5]=1[O:6][C:7]1[CH:8]=[C:9]([CH:12]=[CH:13][CH:14]=1)[C:10]#[N:11]. The yield is 0.990. (5) The reactants are [Cl:1][C:2]1[CH:7]=[CH:6][C:5]([C:8](=[CH2:13])[C:9]([O:11][CH3:12])=[O:10])=[CH:4][CH:3]=1.[CH:14]([NH2:17])([CH3:16])[CH3:15].[CH3:18][C:19]([O:22][C:23](O[C:23]([O:22][C:19]([CH3:21])([CH3:20])[CH3:18])=[O:24])=[O:24])([CH3:21])[CH3:20]. The catalyst is C1COCC1. The product is [C:19]([O:22][C:23]([N:17]([CH:14]([CH3:16])[CH3:15])[CH2:13][CH:8]([C:5]1[CH:4]=[CH:3][C:2]([Cl:1])=[CH:7][CH:6]=1)[C:9]([O:11][CH3:12])=[O:10])=[O:24])([CH3:21])([CH3:20])[CH3:18]. The yield is 0.940. (6) The reactants are [SH:1][C:2]1[C:3]([C:12]#[N:13])=[CH:4][C:5]2[CH2:6][CH2:7][CH2:8][CH2:9][C:10]=2[CH:11]=1.Cl[CH2:15][C:16]([C:18]1[CH:23]=[CH:22][C:21]([Cl:24])=[CH:20][C:19]=1[Cl:25])=[O:17].[OH-].[K+].C(OCC)(=O)C. The catalyst is CN(C)C=O.O. The product is [NH2:13][C:12]1[C:3]2[CH:4]=[C:5]3[C:10]([CH2:9][CH2:8][CH2:7][CH2:6]3)=[CH:11][C:2]=2[S:1][C:15]=1[C:16]([C:18]1[CH:23]=[CH:22][C:21]([Cl:24])=[CH:20][C:19]=1[Cl:25])=[O:17]. The yield is 0.384. (7) The reactants are [Cl:1][C:2]1[CH:3]=[C:4]([C:8]2[CH:27]=[C:11]3[N:12]=[C:13]([CH3:26])[C:14]([C@H:20]([OH:25])[C:21]([O:23][CH3:24])=[O:22])=[C:15]([CH2:16][CH:17]([CH3:19])[CH3:18])[N:10]3[N:9]=2)[CH:5]=[CH:6][CH:7]=1.C(O[C:32]([CH3:35])([CH3:34])[CH3:33])(=O)C. The catalyst is C(Cl)Cl.CCOCC. The product is [C:32]([O:25][C@@H:20]([C:14]1[C:13]([CH3:26])=[N:12][C:11]2[N:10]([N:9]=[C:8]([C:4]3[CH:5]=[CH:6][CH:7]=[C:2]([Cl:1])[CH:3]=3)[CH:27]=2)[C:15]=1[CH2:16][CH:17]([CH3:19])[CH3:18])[C:21]([O:23][CH3:24])=[O:22])([CH3:35])([CH3:34])[CH3:33]. The yield is 0.529.